This data is from Full USPTO retrosynthesis dataset with 1.9M reactions from patents (1976-2016). The task is: Predict the reactants needed to synthesize the given product. (1) Given the product [Cl:13][C:14]1[C:19]([F:20])=[C:18]([Cl:21])[CH:17]=[CH:16][C:15]=1[C:22]([N:24]1[CH2:29][CH2:28][N:27]2[C:38]([C:34]3[CH:33]=[C:32]([CH3:31])[CH:37]=[CH:36][N:35]=3)=[N:40][N:41]=[C:26]2[CH2:25]1)=[O:23], predict the reactants needed to synthesize it. The reactants are: F[B-](F)(F)F.C([O+](CC)CC)C.[Cl:13][C:14]1[C:19]([F:20])=[C:18]([Cl:21])[CH:17]=[CH:16][C:15]=1[C:22]([N:24]1[CH2:29][CH2:28][NH:27][C:26](=O)[CH2:25]1)=[O:23].[CH3:31][C:32]1[CH:37]=[CH:36][N:35]=[C:34]([C:38]([NH:40][NH2:41])=O)[CH:33]=1. (2) Given the product [Br:1][C:2]1[C:3](=[O:30])[N:4]([CH2:19][C:20]2[CH:21]=[N:22][C:23]([C:31]#[N:32])=[N:24][CH:25]=2)[C:5]([CH3:18])=[CH:6][C:7]=1[O:8][CH2:9][C:10]1[CH:15]=[CH:14][C:13]([F:16])=[CH:12][C:11]=1[F:17], predict the reactants needed to synthesize it. The reactants are: [Br:1][C:2]1[C:3](=[O:30])[N:4]([CH2:19][C:20]2[CH:21]=[N:22][C:23](S(C)(=O)=O)=[N:24][CH:25]=2)[C:5]([CH3:18])=[CH:6][C:7]=1[O:8][CH2:9][C:10]1[CH:15]=[CH:14][C:13]([F:16])=[CH:12][C:11]=1[F:17].[C-:31]#[N:32].[Na+].